From a dataset of Forward reaction prediction with 1.9M reactions from USPTO patents (1976-2016). Predict the product of the given reaction. (1) Given the reactants [F:1][C:2]1[C:7]([O:8][CH3:9])=[CH:6][C:5]([O:10][CH3:11])=[C:4]([F:12])[C:3]=1[N:13]1[CH2:18][C:17]2[CH:19]=[N:20][C:21]([C:23]3[CH:24]=[CH:25][C:26]([C:29](O)=[O:30])=[N:27][CH:28]=3)=[CH:22][C:16]=2[N:15]([CH2:32][CH3:33])[C:14]1=[O:34].F[P-](F)(F)(F)(F)F.[N:42]1(O[P+](N(C)C)(N(C)C)N(C)C)[C:46]2C=CC=C[C:45]=2N=N1.CCN(CC)CC.C(N)C, predict the reaction product. The product is: [F:12][C:4]1[C:5]([O:10][CH3:11])=[CH:6][C:7]([O:8][CH3:9])=[C:2]([F:1])[C:3]=1[N:13]1[CH2:18][C:17]2[CH:19]=[N:20][C:21]([C:23]3[CH:24]=[CH:25][C:26]([C:29]([NH:42][CH2:46][CH3:45])=[O:30])=[N:27][CH:28]=3)=[CH:22][C:16]=2[N:15]([CH2:32][CH3:33])[C:14]1=[O:34]. (2) Given the reactants [CH3:1][CH2:2][O:3][C:4]([C:6]1[N:7](C(OC(C)(C)C)=O)[C:8]2[C:13]([CH:14]=1)=[CH:12][C:11]([Cl:15])=[CH:10][C:9]=2[CH2:16]Br)=[O:5].[CH3:25][NH:26][CH3:27], predict the reaction product. The product is: [CH2:2]([O:3][C:4]([C:6]1[NH:7][C:8]2[C:13]([CH:14]=1)=[CH:12][C:11]([Cl:15])=[CH:10][C:9]=2[CH2:16][N:26]([CH3:27])[CH3:25])=[O:5])[CH3:1]. (3) The product is: [CH3:57][N:58]([CH2:59][CH:60]1[CH2:65][CH2:64][N:63]([C:66]2[CH:67]=[CH:68][C:69]([C:72]([F:75])([F:73])[F:74])=[CH:70][CH:71]=2)[CH2:62][CH2:61]1)[C:17]([C@H:14]1[CH2:15][CH2:16][C@H:11]([NH:10][C:7]2[CH:8]=[CH:9][C:4]([N+:1]([O-:3])=[O:2])=[C:5]([C:20]([F:21])([F:22])[F:23])[CH:6]=2)[CH2:12][CH2:13]1)=[O:18]. Given the reactants [N+:1]([C:4]1[CH:9]=[CH:8][C:7]([NH:10][C@H:11]2[CH2:16][CH2:15][C@H:14]([C:17](O)=[O:18])[CH2:13][CH2:12]2)=[CH:6][C:5]=1[C:20]([F:23])([F:22])[F:21])([O-:3])=[O:2].C(N(C(C)C)CC)(C)C.F[P-](F)(F)(F)(F)F.CN(C)C(ON1C2C=CC=CC=2N=N1)=[N+](C)C.[CH3:57][NH:58][CH2:59][CH:60]1[CH2:65][CH2:64][N:63]([C:66]2[CH:71]=[CH:70][C:69]([C:72]([F:75])([F:74])[F:73])=[CH:68][CH:67]=2)[CH2:62][CH2:61]1, predict the reaction product. (4) Given the reactants [Br:1][C:2]1[CH:10]=[CH:9][C:5]([C:6]([OH:8])=O)=[C:4]([F:11])[CH:3]=1.[CH2:12]([C:14]1[CH:15]=[C:16]([CH3:26])[C:17]([N:20]2[CH2:25][CH2:24][NH:23][CH2:22][CH2:21]2)=[N:18][CH:19]=1)[CH3:13], predict the reaction product. The product is: [Br:1][C:2]1[CH:10]=[CH:9][C:5]([C:6]([N:23]2[CH2:24][CH2:25][N:20]([C:17]3[C:16]([CH3:26])=[CH:15][C:14]([CH2:12][CH3:13])=[CH:19][N:18]=3)[CH2:21][CH2:22]2)=[O:8])=[C:4]([F:11])[CH:3]=1.